From a dataset of Full USPTO retrosynthesis dataset with 1.9M reactions from patents (1976-2016). Predict the reactants needed to synthesize the given product. (1) The reactants are: [CH3:1][O:2][CH2:3][O:4][C@H:5]1[CH2:18][C@H:17]2[C@@H:8]([C@@H:9]3[C@@H:14]([CH2:15][CH2:16]2)[CH2:13][C@@:12]2([CH3:24])[C:19]([C:22]#[N:23])=[CH:20][CH2:21][C@@H:11]2[CH2:10]3)[CH2:7][CH2:6]1.COCO[C@H]1C[C@H]2[C@@H]([C@@H]3[C@@H](CC2)C[C@@]2(C)C(OS(C(F)(F)F)(=O)=O)=CC[C@@H]2C3)CC1. Given the product [CH3:1][O:2][CH2:3][O:4][C@H:5]1[CH2:18][C@H:17]2[C@@H:8]([C@@H:9]3[C@@H:14]([CH2:15][CH2:16]2)[CH2:13][C@@:12]2([CH3:24])[C@H:19]([C:22]#[N:23])[CH2:20][CH2:21][C@H:11]2[CH2:10]3)[CH2:7][CH2:6]1, predict the reactants needed to synthesize it. (2) Given the product [CH3:9][O:10][C:11]1[CH:16]=[CH:15][C:14]([C@H:17]2[CH2:22][C@H:21]([CH2:23][C@H:24]([C:27]3[N:28]([CH3:3])[N:29]=[N:30][N:31]=3)[CH2:25][CH3:26])[NH:20][CH2:19][C@@H:18]2[O:32][CH:33]([C:44]2[CH:45]=[CH:46][C:47]3[O:52][CH2:51][CH2:50][N:49]([CH2:53][CH2:54][CH2:55][O:56][CH3:57])[C:48]=3[CH:58]=2)[S:34]([C:37]2[CH:42]=[CH:41][C:40]([CH3:43])=[CH:39][CH:38]=2)(=[O:35])=[O:36])=[CH:13][CH:12]=1, predict the reactants needed to synthesize it. The reactants are: [N+](=[CH2:3])=[N-].C(OCC)C.[CH3:9][O:10][C:11]1[CH:16]=[CH:15][C:14]([C@H:17]2[CH2:22][C@H:21]([CH2:23][C@H:24]([C:27]3[NH:31][N:30]=[N:29][N:28]=3)[CH2:25][CH3:26])[NH:20][CH2:19][C@@H:18]2[O:32][CH:33]([C:44]2[CH:45]=[CH:46][C:47]3[O:52][CH2:51][CH2:50][N:49]([CH2:53][CH2:54][CH2:55][O:56][CH3:57])[C:48]=3[CH:58]=2)[S:34]([C:37]2[CH:42]=[CH:41][C:40]([CH3:43])=[CH:39][CH:38]=2)(=[O:36])=[O:35])=[CH:13][CH:12]=1.S([O-])([O-])(=O)=O.[Mg+2].[N+](=C)=[N-]. (3) Given the product [CH3:16][O:17][C:18]1[CH:19]=[C:20](/[C:21](=[CH:14]/[C:11]2[CH:10]=[C:9]([C:6]3[CH:5]=[CH:4][C:3]([O:2][CH3:1])=[CH:8][CH:7]=3)[O:13][N:12]=2)/[C:22]#[N:23])[CH:24]=[CH:25][C:26]=1[O:27][CH3:28], predict the reactants needed to synthesize it. The reactants are: [CH3:1][O:2][C:3]1[CH:8]=[CH:7][C:6]([C:9]2[O:13][N:12]=[C:11]([CH:14]=O)[CH:10]=2)=[CH:5][CH:4]=1.[CH3:16][O:17][C:18]1[CH:19]=[C:20]([CH:24]=[CH:25][C:26]=1[O:27][CH3:28])[CH2:21][C:22]#[N:23].